This data is from Peptide-MHC class II binding affinity with 134,281 pairs from IEDB. The task is: Regression. Given a peptide amino acid sequence and an MHC pseudo amino acid sequence, predict their binding affinity value. This is MHC class II binding data. (1) The MHC is HLA-DQA10401-DQB10402 with pseudo-sequence HLA-DQA10401-DQB10402. The binding affinity (normalized) is 0.595. The peptide sequence is INEPTAAAIAYGLDW. (2) The peptide sequence is PGVDYTITVYAVTYY. The MHC is DRB1_1101 with pseudo-sequence DRB1_1101. The binding affinity (normalized) is 0.0275.